The task is: Predict the reaction yield, written as a fraction of the theoretical maximum amount of product (1.0 means a 100% yield; for example, 0.34 means a 34% yield).. This data is from Reaction yield outcomes from USPTO patents with 853,638 reactions. (1) The reactants are F[C:2]1[CH:7]=[C:6]([CH2:8]O)[CH:5]=[C:4]([NH:10][CH2:11][C:12]2[CH:17]=[CH:16][C:15]([O:18][CH3:19])=[CH:14][CH:13]=2)[N:3]=1.C(N(CC)CC)C.CS([Cl:31])(=O)=O.C([O:39][C:40]1[N:45]=[C:44]([O:46]CC2C=CC=CC=2)[C:43]([CH:54]([CH3:56])[CH3:55])=[C:42]([O:57][C:58]2[CH:63]=[C:62]([CH3:64])[CH:61]=[C:60]([CH:65]3[O:69][CH2:68][CH2:67][O:66]3)[CH:59]=2)[N:41]=1)C1C=CC=CC=1.C(=O)([O-])[O-].[K+].[K+].[I-].[Li+]. The catalyst is C(Cl)(Cl)Cl.ClCCl.CN(C=O)C. The product is [Cl:31][C:2]1[CH:7]=[C:6]([CH2:8][N:41]2[C:42]([O:57][C:58]3[CH:63]=[C:62]([CH3:64])[CH:61]=[C:60]([CH:65]4[O:69][CH2:68][CH2:67][O:66]4)[CH:59]=3)=[C:43]([CH:54]([CH3:56])[CH3:55])[C:44](=[O:46])[NH:45][C:40]2=[O:39])[CH:5]=[C:4]([NH:10][CH2:11][C:12]2[CH:17]=[CH:16][C:15]([O:18][CH3:19])=[CH:14][CH:13]=2)[N:3]=1. The yield is 0.570. (2) The reactants are [H-].[Na+].[CH3:3][NH:4][CH2:5][CH2:6][OH:7].F[C:9]1[CH:18]=[CH:17][CH:16]=[C:15]2[C:10]=1[C:11]([NH:19][C:20]1[CH:25]=[CH:24][C:23]([O:26][C:27]3[CH:28]=[N:29][C:30]([CH3:33])=[CH:31][CH:32]=3)=[C:22]([CH3:34])[CH:21]=1)=[N:12][CH:13]=[N:14]2.C(O)(C(F)(F)F)=O. The catalyst is CC(N(C)C)=O. The product is [CH3:3][NH:4][CH2:5][CH2:6][O:7][C:9]1[CH:18]=[CH:17][CH:16]=[C:15]2[C:10]=1[C:11]([NH:19][C:20]1[CH:25]=[CH:24][C:23]([O:26][C:27]3[CH:28]=[N:29][C:30]([CH3:33])=[CH:31][CH:32]=3)=[C:22]([CH3:34])[CH:21]=1)=[N:12][CH:13]=[N:14]2. The yield is 0.340. (3) The reactants are CCN(C(C)C)C(C)C.[CH3:10][C:11]([CH3:17])([CH2:14][CH:15]=[CH2:16])[CH2:12][OH:13].Cl[C:19](Cl)([O:21]C(=O)OC(Cl)(Cl)Cl)Cl.[OH-].[Na+].[NH2:32][C@H:33]([C:38]([OH:40])=[O:39])[C:34]([CH3:37])([CH3:36])[CH3:35]. The catalyst is O1CCOCC1. The product is [CH3:10][C:11]([CH3:17])([CH2:14][CH:15]=[CH2:16])[CH2:12][O:13][C:19]([NH:32][C@H:33]([C:38]([OH:40])=[O:39])[C:34]([CH3:37])([CH3:36])[CH3:35])=[O:21]. The yield is 8.27.